Dataset: Reaction yield outcomes from USPTO patents with 853,638 reactions. Task: Predict the reaction yield, written as a fraction of the theoretical maximum amount of product (1.0 means a 100% yield; for example, 0.34 means a 34% yield). (1) The reactants are [C:1]([OH:7])(=[O:6])[CH2:2][C:3]([OH:5])=O.[CH2:8]([K])[CH3:9].CCN(CC)CC.[Mg+2].[Cl-].[Cl-].[C:21]1(C(Cl)=O)[C:30]2[C:25](=[CH:26][CH:27]=[CH:28][CH:29]=2)[CH:24]=[CH:23][CH:22]=1. The catalyst is C(#N)C. The product is [CH2:8]([O:7][C:1](=[O:6])[CH2:2][C:3]([C:29]1[C:30]2[C:25](=[CH:24][CH:23]=[CH:22][CH:21]=2)[CH:26]=[CH:27][CH:28]=1)=[O:5])[CH3:9]. The yield is 0.660. (2) The reactants are Cl[C:2]1[N:7]=[C:6]2[CH2:8][CH2:9][CH2:10][C:5]2=[C:4]([Cl:11])[CH:3]=1.[Cl:12][C:13]1[CH:18]=[CH:17][C:16](B(O)O)=[CH:15][CH:14]=1. No catalyst specified. The product is [Cl:11][C:4]1[CH:3]=[C:2]([C:16]2[CH:17]=[CH:18][C:13]([Cl:12])=[CH:14][CH:15]=2)[N:7]=[C:6]2[CH2:8][CH2:9][CH2:10][C:5]=12. The yield is 0.780. (3) The reactants are [Cl:1][C:2]1[C:3]([F:18])=[C:4]([CH:14]([OH:17])[CH2:15][OH:16])[C:5]([O:11][CH2:12][CH3:13])=[C:6]([C:8](=[O:10])[CH3:9])[CH:7]=1.C(N(CC)C(C)C)(C)C.[Si:28](Cl)([C:31]([CH3:34])([CH3:33])[CH3:32])([CH3:30])[CH3:29]. The catalyst is ClCCCl. The product is [Si:28]([O:16][CH2:15][CH:14]([C:4]1[C:5]([O:11][CH2:12][CH3:13])=[C:6]([C:8](=[O:10])[CH3:9])[CH:7]=[C:2]([Cl:1])[C:3]=1[F:18])[OH:17])([C:31]([CH3:34])([CH3:33])[CH3:32])([CH3:30])[CH3:29]. The yield is 0.800. (4) The reactants are [C:1]([O:6][CH3:7])(=[O:5])[C:2]([CH3:4])=[CH2:3].[CH2:8]([NH2:15])[C:9]1[CH:14]=[CH:13][CH:12]=[CH:11][CH:10]=1. The catalyst is CO. The product is [CH2:8]([NH:15][CH2:3][CH:2]([CH3:4])[C:1]([O:6][CH3:7])=[O:5])[C:9]1[CH:14]=[CH:13][CH:12]=[CH:11][CH:10]=1. The yield is 0.650. (5) The reactants are I[CH2:2][C:3]([C:5]1[CH:10]=[CH:9][CH:8]=[CH:7][CH:6]=1)=[O:4].OC1C(OS(C2C=CC(C)=CC=2)(=O)=O)=C([I:18])C=CC=1.[OH2:30]. The catalyst is CS(C)=O. The product is [OH:30][CH2:2][C:3]([C:5]1[CH:10]=[CH:9][CH:8]=[CH:7][C:6]=1[I:18])=[O:4]. The yield is 0.120. (6) The reactants are [CH2:1]([O:3][C:4](=[O:16])[CH:5]=[CH:6][C:7]1[CH:12]=[C:11]([F:13])[CH:10]=[CH:9][C:8]=1[O:14][CH3:15])[CH3:2]. The catalyst is C(O)C.[Pd]. The product is [CH2:1]([O:3][C:4](=[O:16])[CH2:5][CH2:6][C:7]1[CH:12]=[C:11]([F:13])[CH:10]=[CH:9][C:8]=1[O:14][CH3:15])[CH3:2]. The yield is 0.950. (7) The reactants are [CH3:1][O:2][C:3](=[O:14])[CH:4]=[CH:5][C:6]1[CH:11]=[CH:10][C:9]([CH3:12])=[CH:8][C:7]=1[CH3:13]. The catalyst is CO. The product is [CH3:1][O:2][C:3](=[O:14])[CH2:4][CH2:5][C:6]1[CH:11]=[CH:10][C:9]([CH3:12])=[CH:8][C:7]=1[CH3:13]. The yield is 0.900. (8) The reactants are [S:1]1[CH:5]=[CH:4][C:3]2[CH:6]=[C:7]([CH2:10][C:11]#[N:12])[CH:8]=[CH:9][C:2]1=2.[OH-].[Na+].C(OC(=O)NC1C=CC=C(CN2C=CC(NC(=O)[C@@H](C3C=CC(S(C)(=O)=O)=C(Cl)C=3)[CH2:37][CH:38]3[CH2:42][CH2:41][CH2:40][CH2:39]3)=N2)C=1)(C)(C)C. The catalyst is S([O-])(O)(=O)=O.C([N+](CCCC)(CCCC)CCCC)CCC.O.C(Cl)Cl. The product is [S:1]1[CH:5]=[CH:4][C:3]2[CH:6]=[C:7]([CH:10]([CH2:37][CH:38]3[CH2:42][CH2:41][CH2:40][CH2:39]3)[C:11]#[N:12])[CH:8]=[CH:9][C:2]1=2. The yield is 0.400. (9) The reactants are [CH2:1]([O:8][C:9]([NH:11][C@H:12]([CH2:22][OH:23])[CH2:13][CH2:14][C:15]([O:17][C:18]([CH3:21])([CH3:20])[CH3:19])=[O:16])=[O:10])[C:2]1[CH:7]=[CH:6][CH:5]=[CH:4][CH:3]=1.[CH3:24]I. The catalyst is C(#N)C.[Ag]=O. The product is [CH2:1]([O:8][C:9]([NH:11][C@H:12]([CH2:22][O:23][CH3:24])[CH2:13][CH2:14][C:15]([O:17][C:18]([CH3:19])([CH3:20])[CH3:21])=[O:16])=[O:10])[C:2]1[CH:3]=[CH:4][CH:5]=[CH:6][CH:7]=1. The yield is 0.710.